This data is from Reaction yield outcomes from USPTO patents with 853,638 reactions. The task is: Predict the reaction yield, written as a fraction of the theoretical maximum amount of product (1.0 means a 100% yield; for example, 0.34 means a 34% yield). The reactants are [Cl:1][C:2]1[CH:22]=[CH:21][C:5]([O:6][CH2:7][CH2:8][CH2:9][O:10][NH:11][C:12]([NH:14][C:15]([NH:17][CH:18]([CH3:20])[CH3:19])=[NH:16])=[NH:13])=[CH:4][CH:3]=1.[C:23]([OH:30])(=[O:29])[CH2:24][CH2:25][C:26]([OH:28])=[O:27].O. The catalyst is C(O)C. The product is [C:23]([OH:30])(=[O:29])[CH2:24][CH2:25][C:26]([OH:28])=[O:27].[Cl:1][C:2]1[CH:3]=[CH:4][C:5]([O:6][CH2:7][CH2:8][CH2:9][O:10][NH:11][C:12]([NH:14][C:15]([NH:17][CH:18]([CH3:19])[CH3:20])=[NH:16])=[NH:13])=[CH:21][CH:22]=1.[Cl:1][C:2]1[CH:3]=[CH:4][C:5]([O:6][CH2:7][CH2:8][CH2:9][O:10][NH:11][C:12]([NH:14][C:15]([NH:17][CH:18]([CH3:19])[CH3:20])=[NH:16])=[NH:13])=[CH:21][CH:22]=1. The yield is 0.943.